Dataset: Full USPTO retrosynthesis dataset with 1.9M reactions from patents (1976-2016). Task: Predict the reactants needed to synthesize the given product. (1) Given the product [Br:1][CH:2]([Br:16])[C:3]1[CH:11]=[CH:10][C:6]([C:7]([NH:20][CH2:19][Si:18]([CH3:22])([CH3:21])[CH3:17])=[O:8])=[CH:5][C:4]=1[C:12]([F:15])([F:14])[F:13], predict the reactants needed to synthesize it. The reactants are: [Br:1][CH:2]([Br:16])[C:3]1[CH:11]=[CH:10][C:6]([C:7](O)=[O:8])=[CH:5][C:4]=1[C:12]([F:15])([F:14])[F:13].[CH3:17][Si:18]([CH3:22])([CH3:21])[CH2:19][NH2:20].Cl.CN(C)CCCN=C=NCC. (2) Given the product [NH2:1][C:2]1[CH:3]=[CH:4][C:5]([CH2:6][C@@H:7]2[CH2:11][CH2:10][C@H:9]([C@H:12]([OH:19])[C:13]3[CH:18]=[CH:17][CH:16]=[CH:15][CH:14]=3)[N:8]2[C:20]([O:22][C:23]([CH3:25])([CH3:24])[CH3:26])=[O:21])=[CH:27][C:28]=1[Br:36], predict the reactants needed to synthesize it. The reactants are: [NH2:1][C:2]1[CH:28]=[CH:27][C:5]([CH2:6][C@@H:7]2[CH2:11][CH2:10][C@H:9]([C@H:12]([OH:19])[C:13]3[CH:18]=[CH:17][CH:16]=[CH:15][CH:14]=3)[N:8]2[C:20]([O:22][C:23]([CH3:26])([CH3:25])[CH3:24])=[O:21])=[CH:4][CH:3]=1.C1C(=O)N([Br:36])C(=O)C1. (3) Given the product [C:20]([NH:1][C:2]1[CH:11]=[C:10]([Cl:12])[C:9]([I:13])=[CH:8][C:3]=1[C:4]([O:6][CH3:7])=[O:5])(=[O:22])[CH3:21], predict the reactants needed to synthesize it. The reactants are: [NH2:1][C:2]1[CH:11]=[C:10]([Cl:12])[C:9]([I:13])=[CH:8][C:3]=1[C:4]([O:6][CH3:7])=[O:5].N1C=CC=CC=1.[C:20](Cl)(=[O:22])[CH3:21]. (4) The reactants are: [C:1]([NH:9][NH:10][C@H:11]([C@@H:17]([CH3:20])[CH:18]=[CH2:19])[C:12]([O:14][CH2:15][CH3:16])=[O:13])(=[O:8])[C:2]1[CH:7]=[CH:6][CH:5]=[CH:4][CH:3]=1. Given the product [C:1]([NH:9][NH:10][C@H:11]([C@@H:17]([CH3:20])[CH2:18][CH3:19])[C:12]([O:14][CH2:15][CH3:16])=[O:13])(=[O:8])[C:2]1[CH:3]=[CH:4][CH:5]=[CH:6][CH:7]=1, predict the reactants needed to synthesize it.